Dataset: Forward reaction prediction with 1.9M reactions from USPTO patents (1976-2016). Task: Predict the product of the given reaction. (1) Given the reactants [NH2:1][C@@H:2]([CH3:5])[CH2:3][OH:4].[Cl:6][C:7]1[CH:8]=[C:9]([NH:21][C:22]2[C:31]3[C:26](=[CH:27][CH:28]=[CH:29][C:30]=3F)[N:25]=[CH:24][N:23]=2)[CH:10]=[CH:11][C:12]=1[O:13][CH2:14][C:15]1[CH:20]=[CH:19][CH:18]=[CH:17][N:16]=1, predict the reaction product. The product is: [NH2:1][C@@H:2]([CH3:5])[CH2:3][O:4][C:30]1[CH:29]=[CH:28][CH:27]=[C:26]2[C:31]=1[C:22]([NH:21][C:9]1[CH:10]=[CH:11][C:12]([O:13][CH2:14][C:15]3[CH:20]=[CH:19][CH:18]=[CH:17][N:16]=3)=[C:7]([Cl:6])[CH:8]=1)=[N:23][CH:24]=[N:25]2. (2) The product is: [C:9]([C:12]1[CH:20]=[CH:19][C:15]([C:16]([NH:6][CH2:5][CH2:4][C:3]([F:8])([F:7])[F:2])=[O:17])=[CH:14][CH:13]=1)(=[O:11])[CH3:10]. Given the reactants Cl.[F:2][C:3]([F:8])([F:7])[CH2:4][CH2:5][NH2:6].[C:9]([C:12]1[CH:20]=[CH:19][C:15]([C:16](O)=[O:17])=[CH:14][CH:13]=1)(=[O:11])[CH3:10].CN(C(ON1N=NC2C=CC=CC1=2)=[N+](C)C)C.F[P-](F)(F)(F)(F)F.C1C=CC2N(O)N=NC=2C=1.CCN(C(C)C)C(C)C, predict the reaction product.